Dataset: Peptide-MHC class II binding affinity with 134,281 pairs from IEDB. Task: Regression. Given a peptide amino acid sequence and an MHC pseudo amino acid sequence, predict their binding affinity value. This is MHC class II binding data. (1) The peptide sequence is VNSIIEKMNTQFTAVGKEF. The MHC is DRB1_0101 with pseudo-sequence DRB1_0101. The binding affinity (normalized) is 0.354. (2) The peptide sequence is GLTHMMIWHSNLNDT. The MHC is DRB1_0901 with pseudo-sequence DRB1_0901. The binding affinity (normalized) is 0.186. (3) The peptide sequence is SVGKGIHTVFGSAFQ. The MHC is DRB1_0404 with pseudo-sequence DRB1_0404. The binding affinity (normalized) is 0.113. (4) The peptide sequence is SPILRFLYANVGEEA. The MHC is DRB4_0101 with pseudo-sequence DRB4_0103. The binding affinity (normalized) is 0.585. (5) The MHC is DRB1_1501 with pseudo-sequence DRB1_1501. The peptide sequence is GIRHLFGNYITNDSY. The binding affinity (normalized) is 0.382. (6) The peptide sequence is ITDAVGNDMPGGYCL. The MHC is H-2-IAb with pseudo-sequence H-2-IAb. The binding affinity (normalized) is 0.106. (7) The binding affinity (normalized) is 0.356. The peptide sequence is EIDSCNANGCEHNSE. The MHC is DRB1_0101 with pseudo-sequence DRB1_0101. (8) The peptide sequence is AAFNNAIKAGTGGAY. The MHC is HLA-DQA10501-DQB10301 with pseudo-sequence HLA-DQA10501-DQB10301. The binding affinity (normalized) is 0.785. (9) The peptide sequence is NSLLFIPDIKLAIDN. The MHC is HLA-DPA10301-DPB10402 with pseudo-sequence HLA-DPA10301-DPB10402. The binding affinity (normalized) is 0.752.